From a dataset of Forward reaction prediction with 1.9M reactions from USPTO patents (1976-2016). Predict the product of the given reaction. (1) Given the reactants [O:1]1[CH2:6][CH2:5][CH:4]([C:7]([NH2:9])=[O:8])[CH2:3][CH2:2]1.C(Cl)(=O)[C:11](Cl)=[O:12].[NH2:16][C:17]1[N:22]=[CH:21][C:20]([O:23][C:24]2[CH:29]=[CH:28][N:27]=[C:26]([NH:30][C:31]([CH:33]3[CH2:35][CH2:34]3)=[O:32])[CH:25]=2)=[CH:19][CH:18]=1.O, predict the reaction product. The product is: [CH:33]1([C:31]([NH:30][C:26]2[CH:25]=[C:24]([O:23][C:20]3[CH:19]=[CH:18][C:17]([NH:16][C:11]([NH:9][C:7]([CH:4]4[CH2:5][CH2:6][O:1][CH2:2][CH2:3]4)=[O:8])=[O:12])=[N:22][CH:21]=3)[CH:29]=[CH:28][N:27]=2)=[O:32])[CH2:34][CH2:35]1. (2) Given the reactants C(ON=O)CC(C)C.I[CH2:10][I:11].[NH2:12][C:13]1[N:17]([CH2:18][CH:19]([CH3:21])[CH3:20])[C:16]([CH2:22][CH2:23][CH3:24])=[N:15][C:14]=1C#N, predict the reaction product. The product is: [I:11][C:10]1[N:17]([CH2:18][CH:19]([CH3:21])[CH3:20])[C:16]([CH2:22][CH2:23][CH3:24])=[N:15][C:14]=1[C:13]#[N:12]. (3) Given the reactants Br[C:2]1[CH:3]=[CH:4][C:5]([NH:8][CH2:9][CH2:10][N:11]2[CH2:16][CH2:15][C:14]([F:18])([F:17])[CH2:13][CH2:12]2)=[N:6][CH:7]=1.CC1(C)C(C)(C)OB([C:27]2[CH:32]=[CH:31][C:30]([NH:33][C:34](=[O:40])[O:35][C:36]([CH3:39])([CH3:38])[CH3:37])=[CH:29][CH:28]=2)O1.C([O-])([O-])=O.[Na+].[Na+], predict the reaction product. The product is: [F:17][C:14]1([F:18])[CH2:15][CH2:16][N:11]([CH2:10][CH2:9][NH:8][C:5]2[N:6]=[CH:7][C:2]([C:27]3[CH:28]=[CH:29][C:30]([NH:33][C:34](=[O:40])[O:35][C:36]([CH3:38])([CH3:37])[CH3:39])=[CH:31][CH:32]=3)=[CH:3][CH:4]=2)[CH2:12][CH2:13]1.